From a dataset of Cav3 T-type calcium channel HTS with 100,875 compounds. Binary Classification. Given a drug SMILES string, predict its activity (active/inactive) in a high-throughput screening assay against a specified biological target. (1) The compound is O(CC(=O)N1CCCc2c1cccc2)c1c(OCC)cccc1. The result is 0 (inactive). (2) The drug is O=c1n2c(n(nc2C(=O)c2ccccc2)c2ccccc2)nnc1Cc1ccc(cc1)C. The result is 0 (inactive). (3) The drug is O(C(CN1CCCC1)C)C(=O)c1cc(OC)c(OC)c(OC)c1. The result is 0 (inactive). (4) The drug is O=c1n(n(c(c1NC(=O)c1c(cc(oc1C)=O)C)C)C)c1ccccc1. The result is 0 (inactive). (5) The compound is O1CCN(CCCNC(=O)NC2CCCCC2)CC1. The result is 0 (inactive). (6) The compound is s1c(C(=O)NCCCc2n(c3c(n2)cccc3)CC)ccc1. The result is 0 (inactive).